From a dataset of NCI-60 drug combinations with 297,098 pairs across 59 cell lines. Regression. Given two drug SMILES strings and cell line genomic features, predict the synergy score measuring deviation from expected non-interaction effect. (1) Drug 1: C1=CN(C(=O)N=C1N)C2C(C(C(O2)CO)O)O.Cl. Drug 2: C#CCC(CC1=CN=C2C(=N1)C(=NC(=N2)N)N)C3=CC=C(C=C3)C(=O)NC(CCC(=O)O)C(=O)O. Cell line: MDA-MB-435. Synergy scores: CSS=31.1, Synergy_ZIP=-2.42, Synergy_Bliss=-8.95, Synergy_Loewe=-11.4, Synergy_HSA=-4.80. (2) Drug 1: CS(=O)(=O)OCCCCOS(=O)(=O)C. Drug 2: CC(C)NC(=O)C1=CC=C(C=C1)CNNC.Cl. Cell line: CCRF-CEM. Synergy scores: CSS=77.1, Synergy_ZIP=7.15, Synergy_Bliss=6.05, Synergy_Loewe=-2.51, Synergy_HSA=6.36. (3) Drug 1: CC12CCC3C(C1CCC2=O)CC(=C)C4=CC(=O)C=CC34C. Synergy scores: CSS=10.4, Synergy_ZIP=-0.501, Synergy_Bliss=1.01, Synergy_Loewe=3.17, Synergy_HSA=2.25. Cell line: CAKI-1. Drug 2: C1=CC(=CC=C1C#N)C(C2=CC=C(C=C2)C#N)N3C=NC=N3. (4) Drug 1: C1CN1C2=NC(=NC(=N2)N3CC3)N4CC4. Drug 2: C1CC(=O)NC(=O)C1N2C(=O)C3=CC=CC=C3C2=O. Cell line: LOX IMVI. Synergy scores: CSS=35.2, Synergy_ZIP=-0.206, Synergy_Bliss=-1.23, Synergy_Loewe=-16.5, Synergy_HSA=0.385. (5) Drug 1: CC1=CC2C(CCC3(C2CCC3(C(=O)C)OC(=O)C)C)C4(C1=CC(=O)CC4)C. Drug 2: C1=NC2=C(N1)C(=S)N=CN2. Cell line: MALME-3M. Synergy scores: CSS=-1.58, Synergy_ZIP=-3.97, Synergy_Bliss=-10.6, Synergy_Loewe=-29.5, Synergy_HSA=-14.5.